Dataset: Reaction yield outcomes from USPTO patents with 853,638 reactions. Task: Predict the reaction yield, written as a fraction of the theoretical maximum amount of product (1.0 means a 100% yield; for example, 0.34 means a 34% yield). (1) The reactants are [C:1](=O)([O-])[O-].[Cs+].[Cs+].[CH2:7]([C:9]1[CH:14]=[CH:13][C:12]([OH:15])=[C:11]([C:16]2[CH:21]=[CH:20][CH:19]=[CH:18][N:17]=2)[CH:10]=1)[CH3:8].[CH3:22][O:23][C:24](=[O:43])[CH2:25][CH2:26][C:27]1[CH:32]=[CH:31][C:30]([O:33][CH2:34][CH2:35][C@@H:36](OS(C)(=O)=O)[CH3:37])=[CH:29][CH:28]=1. The catalyst is CN(C=O)C. The product is [CH3:22][O:23][C:24](=[O:43])[CH2:25][CH2:26][C:27]1[CH:32]=[CH:31][C:30]([O:33][CH2:34][CH2:35][C@@H:36]([O:15][C:12]2[CH:13]=[CH:14][C:9]([CH2:7][CH3:8])=[CH:10][C:11]=2[C:16]2[CH:21]=[CH:20][CH:19]=[CH:18][N:17]=2)[CH3:37])=[CH:29][C:28]=1[CH3:1]. The yield is 0.670. (2) The reactants are [CH3:1][O:2][C@@H:3]1[CH2:8][CH2:7][C@H:6]([N:9]2[C:18]3[C:13](=[N:14][CH:15]=[C:16]([C:19]4[C:20]([CH3:36])=[N:21][C:22]([C:25]5[N:29](C6CCCCO6)[CH:28]=[N:27][N:26]=5)=[CH:23][CH:24]=4)[N:17]=3)[NH:12][C:11](=[O:37])[CH2:10]2)[CH2:5][CH2:4]1. The yield is 0.170. The product is [CH3:1][O:2][C@@H:3]1[CH2:8][CH2:7][C@H:6]([N:9]2[C:18]3[C:13](=[N:14][CH:15]=[C:16]([C:19]4[C:20]([CH3:36])=[N:21][C:22]([C:25]5[NH:29][CH:28]=[N:27][N:26]=5)=[CH:23][CH:24]=4)[N:17]=3)[NH:12][C:11](=[O:37])[CH2:10]2)[CH2:5][CH2:4]1. The catalyst is C(O)C.Cl.